This data is from Peptide-MHC class I binding affinity with 185,985 pairs from IEDB/IMGT. The task is: Regression. Given a peptide amino acid sequence and an MHC pseudo amino acid sequence, predict their binding affinity value. This is MHC class I binding data. (1) The peptide sequence is LLVPFVQWFV. The MHC is HLA-A02:03 with pseudo-sequence HLA-A02:03. The binding affinity (normalized) is 0.144. (2) The peptide sequence is AEMKTDAA. The MHC is HLA-A01:01 with pseudo-sequence HLA-A01:01. The binding affinity (normalized) is 0.0479. (3) The peptide sequence is FLQQRKPPL. The MHC is HLA-A02:01 with pseudo-sequence HLA-A02:01. The binding affinity (normalized) is 0.439. (4) The peptide sequence is RVFDKADGK. The MHC is HLA-B35:01 with pseudo-sequence HLA-B35:01. The binding affinity (normalized) is 0.0847. (5) The binding affinity (normalized) is 0.0776. The peptide sequence is KEKGGLDGL. The MHC is HLA-B15:03 with pseudo-sequence HLA-B15:03. (6) The peptide sequence is HPNIEEVAL. The MHC is HLA-B35:01 with pseudo-sequence HLA-B35:01. The binding affinity (normalized) is 0.647.